Dataset: Reaction yield outcomes from USPTO patents with 853,638 reactions. Task: Predict the reaction yield, written as a fraction of the theoretical maximum amount of product (1.0 means a 100% yield; for example, 0.34 means a 34% yield). (1) The product is [CH:37]1([CH2:36][N:11]([C:8]2[CH:9]=[CH:10][C:5]([O:4][C:3]3[CH:28]=[CH:29][C:30]([F:32])=[CH:31][C:2]=3[F:1])=[C:6]([C:17]3[C:22]([O:23][CH2:24][CH3:25])=[CH:21][C:20](=[O:26])[N:19]([CH3:27])[CH:18]=3)[CH:7]=2)[S:12]([CH2:15][CH3:16])(=[O:13])=[O:14])[CH2:39][CH2:38]1. The reactants are [F:1][C:2]1[CH:31]=[C:30]([F:32])[CH:29]=[CH:28][C:3]=1[O:4][C:5]1[CH:10]=[CH:9][C:8]([NH:11][S:12]([CH2:15][CH3:16])(=[O:14])=[O:13])=[CH:7][C:6]=1[C:17]1[C:22]([O:23][CH2:24][CH3:25])=[CH:21][C:20](=[O:26])[N:19]([CH3:27])[CH:18]=1.[H-].[Na+].Br[CH2:36][CH:37]1[CH2:39][CH2:38]1.O. The catalyst is CN(C=O)C. The yield is 0.0896. (2) The reactants are [N:1]1([C:7]2[CH:14]=[CH:13][C:10]([CH:11]=O)=[C:9]([C:15]([F:18])([F:17])[F:16])[CH:8]=2)[CH2:6][CH2:5][O:4][CH2:3][CH2:2]1.[CH3:19][C@H:20]1[CH2:25][NH:24][CH2:23][CH2:22][N:21]1[C:26]([O:28][C:29]([CH3:32])([CH3:31])[CH3:30])=[O:27].ClCCCl.C(O[BH-](OC(=O)C)OC(=O)C)(=O)C.[Na+]. The catalyst is O. The product is [CH3:19][C@H:20]1[CH2:25][N:24]([CH2:11][C:10]2[CH:13]=[CH:14][C:7]([N:1]3[CH2:6][CH2:5][O:4][CH2:3][CH2:2]3)=[CH:8][C:9]=2[C:15]([F:18])([F:17])[F:16])[CH2:23][CH2:22][N:21]1[C:26]([O:28][C:29]([CH3:30])([CH3:32])[CH3:31])=[O:27]. The yield is 0.990. (3) The reactants are Br[C:2]1[CH:7]=[C:6]([O:8][CH2:9][CH2:10][CH2:11][NH:12][C:13]2[CH:18]=[CH:17][CH:16]=[CH:15][N:14]=2)[CH:5]=[CH:4][C:3]=1[CH2:19][C:20]([CH3:28])([CH3:27])[CH2:21][C:22]([O:24][CH2:25][CH3:26])=[O:23].O.[CH3:30][N:31](C=O)C. The catalyst is C1C=CC(/C=C/C(/C=C/C2C=CC=CC=2)=O)=CC=1.C1C=CC(/C=C/C(/C=C/C2C=CC=CC=2)=O)=CC=1.C1C=CC(/C=C/C(/C=C/C2C=CC=CC=2)=O)=CC=1.[Pd].[Pd].C1(P([C-]2C=CC=C2)C2C=CC=CC=2)C=CC=CC=1.[C-]1(P(C2C=CC=CC=2)C2C=CC=CC=2)C=CC=C1.[Fe+2]. The product is [C:30]([C:2]1[CH:7]=[C:6]([O:8][CH2:9][CH2:10][CH2:11][NH:12][C:13]2[CH:18]=[CH:17][CH:16]=[CH:15][N:14]=2)[CH:5]=[CH:4][C:3]=1[CH2:19][C:20]([CH3:28])([CH3:27])[CH2:21][C:22]([O:24][CH2:25][CH3:26])=[O:23])#[N:31]. The yield is 0.886. (4) The reactants are [CH3:1][O:2][C:3]1[CH:4]=[C:5](I)[CH:6]=[C:7]([O:10][CH3:11])[C:8]=1[Br:9].[O:13]1[CH:17]=[CH:16][CH:15]=[C:14]1B(O)O.C([O-])([O-])=O.[Na+].[Na+].C1COCC1. The catalyst is [Br-].C([N+](CCCC)(CCCC)CCCC)CCC.C1(P(C2C=CC=CC=2)C2C=CC=CC=2)C=CC=CC=1.O. The product is [Br:9][C:8]1[C:3]([O:2][CH3:1])=[CH:4][C:5]([C:14]2[O:13][CH:17]=[CH:16][CH:15]=2)=[CH:6][C:7]=1[O:10][CH3:11]. The yield is 0.910. (5) The reactants are [Cl:1][C:2]1[CH:7]=[CH:6][CH:5]=[CH:4][C:3]=1[C:8]1[N:9]([C:18]([O:20][CH2:21][CH3:22])=[O:19])[C:10]2[C:15]([CH:16]=1)=[CH:14][C:13](I)=[CH:12][CH:11]=2.[C:23]([C:25]1[CH:30]=[CH:29][C:28](B(O)O)=[C:27]([CH3:34])[CH:26]=1)#[N:24].C(=O)([O-])[O-].[K+].[K+]. The catalyst is O1CCOCC1.O. The product is [Cl:1][C:2]1[CH:7]=[CH:6][CH:5]=[CH:4][C:3]=1[C:8]1[N:9]([C:18]([O:20][CH2:21][CH3:22])=[O:19])[C:10]2[C:15]([CH:16]=1)=[CH:14][C:13]([C:28]1[CH:29]=[CH:30][C:25]([C:23]#[N:24])=[CH:26][C:27]=1[CH3:34])=[CH:12][CH:11]=2. The yield is 0.616. (6) The reactants are [H-].[Na+].[C:3]([O:7][CH3:8])(=O)[CH2:4][OH:5].[C:9]([O:13][CH3:14])(=[O:12])[CH:10]=C.Cl. The product is [CH3:14][O:13][C:9]([CH:10]1[C:4](=[O:5])[CH2:3][O:7][CH2:8]1)=[O:12]. The catalyst is CCOCC.C(OCC)(=O)C.CCCCCC. The yield is 0.540.